Dataset: Full USPTO retrosynthesis dataset with 1.9M reactions from patents (1976-2016). Task: Predict the reactants needed to synthesize the given product. (1) Given the product [NH2:20][C:11]1[C:10]([O:9][C:6]2[CH:5]=[CH:4][C:3]([CH2:23][C:24]([O:26][CH3:34])=[O:25])=[C:2]([CH3:1])[C:7]=2[CH3:8])=[CH:18][CH:17]=[C:16]2[C:12]=1[CH:13]=[C:14]([CH3:19])[NH:15]2, predict the reactants needed to synthesize it. The reactants are: [CH3:1][C:2]1[C:7]([CH3:8])=[C:6]([O:9][C:10]2[C:11]([N+:20]([O-])=O)=[C:12]3[C:16](=[CH:17][CH:18]=2)[NH:15][C:14]([CH3:19])=[CH:13]3)[CH:5]=[CH:4][C:3]=1[CH2:23][C:24]([OH:26])=[O:25].O.O.[Sn](Cl)(Cl)(Cl)Cl.[CH3:34]O. (2) Given the product [CH3:15][O:16][C:17](=[O:41])[CH2:18][C:19]1[CH:20]=[C:21]([C:27]2[CH:32]=[CH:31][C:30]([C:33]([F:34])([F:36])[F:35])=[CH:29][C:28]=2[CH2:37][N:38]([C:8](=[O:9])[C:7]([O:6][C:5]2[CH:13]=[CH:14][C:2]([Cl:1])=[CH:3][CH:4]=2)([CH3:12])[CH3:11])[CH2:39][CH3:40])[C:22]([O:25][CH3:26])=[CH:23][CH:24]=1, predict the reactants needed to synthesize it. The reactants are: [Cl:1][C:2]1[CH:14]=[CH:13][C:5]([O:6][C:7]([CH3:12])([CH3:11])[C:8](Cl)=[O:9])=[CH:4][CH:3]=1.[CH3:15][O:16][C:17](=[O:41])[CH2:18][C:19]1[CH:20]=[C:21]([C:27]2[CH:32]=[CH:31][C:30]([C:33]([F:36])([F:35])[F:34])=[CH:29][C:28]=2[CH2:37][NH:38][CH2:39][CH3:40])[C:22]([O:25][CH3:26])=[CH:23][CH:24]=1.C(N(CC)CC)C. (3) Given the product [Cl:13][CH:14]([C:15]1[NH:17][C:8](=[O:10])[C:3]2[CH2:4][O:5][CH2:6][CH2:7][C:2]=2[N:16]=1)[CH3:18], predict the reactants needed to synthesize it. The reactants are: O=[C:2]1[CH2:7][CH2:6][O:5][CH2:4][CH:3]1[C:8]([O:10]C)=O.Cl.[Cl:13][CH:14]([CH3:18])[C:15](=[NH:17])[NH2:16].C(N(CC)CC)C. (4) Given the product [O:1]1[CH2:6][CH2:5][CH2:4][CH2:3][CH:2]1[O:7][C:8]1[CH:13]=[CH:12][C:11]([C:14]([F:15])([F:16])[F:17])=[CH:10][C:9]=1[B:23]1[O:28][CH2:29][CH2:31][NH:36][CH2:26][CH2:25][O:24]1, predict the reactants needed to synthesize it. The reactants are: [O:1]1[CH2:6][CH2:5][CH2:4][CH2:3][CH:2]1[O:7][C:8]1[CH:13]=[CH:12][C:11]([C:14]([F:17])([F:16])[F:15])=[CH:10][CH:9]=1.C([Li])CCC.[B:23](OC(C)C)([O:28][CH:29]([CH3:31])C)[O:24][CH:25](C)[CH3:26].[NH:36](CCO)CCO.